This data is from NCI-60 drug combinations with 297,098 pairs across 59 cell lines. The task is: Regression. Given two drug SMILES strings and cell line genomic features, predict the synergy score measuring deviation from expected non-interaction effect. Drug 1: CC1=C(C=C(C=C1)NC2=NC=CC(=N2)N(C)C3=CC4=NN(C(=C4C=C3)C)C)S(=O)(=O)N.Cl. Drug 2: C1=CC(=CC=C1CCCC(=O)O)N(CCCl)CCCl. Cell line: EKVX. Synergy scores: CSS=-3.39, Synergy_ZIP=-4.35, Synergy_Bliss=-4.59, Synergy_Loewe=-7.37, Synergy_HSA=-5.16.